Dataset: NCI-60 drug combinations with 297,098 pairs across 59 cell lines. Task: Regression. Given two drug SMILES strings and cell line genomic features, predict the synergy score measuring deviation from expected non-interaction effect. (1) Drug 1: CC1CCC2CC(C(=CC=CC=CC(CC(C(=O)C(C(C(=CC(C(=O)CC(OC(=O)C3CCCCN3C(=O)C(=O)C1(O2)O)C(C)CC4CCC(C(C4)OC)OCCO)C)C)O)OC)C)C)C)OC. Drug 2: C1CN1C2=NC(=NC(=N2)N3CC3)N4CC4. Cell line: DU-145. Synergy scores: CSS=61.0, Synergy_ZIP=-5.98, Synergy_Bliss=-7.60, Synergy_Loewe=-9.34, Synergy_HSA=-2.95. (2) Drug 1: COC1=C(C=C2C(=C1)N=CN=C2NC3=CC(=C(C=C3)F)Cl)OCCCN4CCOCC4. Drug 2: C1=CC(=C2C(=C1NCCNCCO)C(=O)C3=C(C=CC(=C3C2=O)O)O)NCCNCCO. Cell line: MCF7. Synergy scores: CSS=49.9, Synergy_ZIP=6.75, Synergy_Bliss=7.85, Synergy_Loewe=10.8, Synergy_HSA=11.6. (3) Drug 1: CCN(CC)CCNC(=O)C1=C(NC(=C1C)C=C2C3=C(C=CC(=C3)F)NC2=O)C. Drug 2: CC1C(C(CC(O1)OC2CC(OC(C2O)C)OC3=CC4=CC5=C(C(=O)C(C(C5)C(C(=O)C(C(C)O)O)OC)OC6CC(C(C(O6)C)O)OC7CC(C(C(O7)C)O)OC8CC(C(C(O8)C)O)(C)O)C(=C4C(=C3C)O)O)O)O. Cell line: M14. Synergy scores: CSS=38.3, Synergy_ZIP=2.24, Synergy_Bliss=3.47, Synergy_Loewe=0.0833, Synergy_HSA=1.03.